The task is: Predict which catalyst facilitates the given reaction.. This data is from Catalyst prediction with 721,799 reactions and 888 catalyst types from USPTO. (1) Reactant: Cl[CH2:2][O:3][CH3:4].[Br:5][C:6]1[CH:7]=[C:8]([OH:13])[CH:9]=[C:10]([Br:12])[CH:11]=1.C(N(C(C)C)CC)(C)C.O. Product: [Br:5][C:6]1[CH:7]=[C:8]([O:13][CH2:2][O:3][CH3:4])[CH:9]=[C:10]([Br:12])[CH:11]=1. The catalyst class is: 2. (2) Reactant: [F:1][C:2]1[CH:7]=[CH:6][C:5]([C:8]2[O:9][C:10]3[CH:20]=[C:19]([N:21]([CH3:26])[S:22]([CH3:25])(=[O:24])=[O:23])[C:18]([C@H:27]4[CH2:32][CH2:31][CH2:30][NH:29][CH2:28]4)=[CH:17][C:11]=3[C:12]=2[C:13]([NH:15][CH3:16])=[O:14])=[CH:4][CH:3]=1.[CH2:33]([N:35]1[C:43]2[C:38](=[C:39]([F:44])[CH:40]=[CH:41][CH:42]=2)[CH:37]=[C:36]1[C:45](O)=[O:46])[CH3:34].C(N(CC)C(C)C)(C)C.CN(C)CCCN=C=NCC. Product: [CH2:33]([N:35]1[C:43]2[C:38](=[C:39]([F:44])[CH:40]=[CH:41][CH:42]=2)[CH:37]=[C:36]1[C:45]([N:29]1[CH2:30][CH2:31][CH2:32][C@H:27]([C:18]2[C:19]([N:21]([CH3:26])[S:22]([CH3:25])(=[O:24])=[O:23])=[CH:20][C:10]3[O:9][C:8]([C:5]4[CH:6]=[CH:7][C:2]([F:1])=[CH:3][CH:4]=4)=[C:12]([C:13]([NH:15][CH3:16])=[O:14])[C:11]=3[CH:17]=2)[CH2:28]1)=[O:46])[CH3:34]. The catalyst class is: 79.